Dataset: Catalyst prediction with 721,799 reactions and 888 catalyst types from USPTO. Task: Predict which catalyst facilitates the given reaction. (1) Reactant: C[O:2][C:3]1[C:8]([O:9][CH3:10])=[CH:7][CH:6]=[CH:5][C:4]=1[C:11]1[C:12](N)=[N:13][CH:14]=[CH:15][CH:16]=1.C(O)(=O)C.N(OC(C)(C)C)=O. Product: [CH3:10][O:9][C:8]1[C:3]2[O:2][C:12]3[C:11]([C:4]=2[CH:5]=[CH:6][CH:7]=1)=[CH:16][CH:15]=[CH:14][N:13]=3. The catalyst class is: 1. (2) Reactant: FC(F)(F)S(O[C:7]1[C:11]2[C:12]([O:16][CH3:17])=[N:13][CH:14]=[CH:15][C:10]=2[N:9]([CH2:18][C:19]2[CH:24]=[CH:23][C:22]([O:25][CH3:26])=[CH:21][CH:20]=2)[N:8]=1)(=O)=O.CC1(C)C(C)(C)OB([C:37]2[CH:42]=[CH:41][C:40]([S:43]([NH2:46])(=[O:45])=[O:44])=[CH:39][CH:38]=2)O1.C(=O)([O-])[O-].[K+].[K+]. Product: [CH3:17][O:16][C:12]1[C:11]2[C:7]([C:37]3[CH:42]=[CH:41][C:40]([S:43]([NH2:46])(=[O:45])=[O:44])=[CH:39][CH:38]=3)=[N:8][N:9]([CH2:18][C:19]3[CH:20]=[CH:21][C:22]([O:25][CH3:26])=[CH:23][CH:24]=3)[C:10]=2[CH:15]=[CH:14][N:13]=1. The catalyst class is: 339. (3) Reactant: CC(C)=O.Cl.C([NH:8][C:9]1[CH:17]=[C:16]2[C:12]([CH:13]=[C:14]([C:18]([O:20][CH2:21][CH3:22])=[O:19])[NH:15]2)=[CH:11][C:10]=1[O:23][CH3:24])=O. Product: [NH2:8][C:9]1[CH:17]=[C:16]2[C:12]([CH:13]=[C:14]([C:18]([O:20][CH2:21][CH3:22])=[O:19])[NH:15]2)=[CH:11][C:10]=1[O:23][CH3:24]. The catalyst class is: 6. (4) Product: [N:35]1([CH2:40][CH2:41][CH2:42][N:43]2[CH2:44][CH2:45][CH:46]([CH2:49][NH:50][C:6](=[O:8])[C:5]3[CH:9]=[C:10]([Cl:11])[C:2]([NH2:1])=[CH:3][C:4]=3[O:12][CH3:13])[CH2:47][CH2:48]2)[CH:39]=[CH:38][N:37]=[N:36]1. Reactant: [NH2:1][C:2]1[C:10]([Cl:11])=[CH:9][C:5]([C:6]([OH:8])=O)=[C:4]([O:12][CH3:13])[CH:3]=1.CN1CCOCC1.ClC(OCC(C)C)=O.C(O)(=O)C(O)=O.[N:35]1([CH2:40][CH2:41][CH2:42][N:43]2[CH2:48][CH2:47][CH:46]([CH2:49][NH2:50])[CH2:45][CH2:44]2)[CH:39]=[CH:38][N:37]=[N:36]1. The catalyst class is: 884. (5) Reactant: C(=O)([O-])[O-].[K+].[K+].Cl[C:8]1[CH:13]=[CH:12][C:11]([N+:14]([O-:16])=[O:15])=[CH:10][N:9]=1.[CH3:17][CH:18]1[CH2:23][NH:22][CH2:21][CH2:20][NH:19]1. Product: [CH3:17][CH:18]1[NH:19][CH2:20][CH2:21][N:22]([C:8]2[CH:13]=[CH:12][C:11]([N+:14]([O-:16])=[O:15])=[CH:10][N:9]=2)[CH2:23]1. The catalyst class is: 9. (6) Reactant: [CH2:1]([O:3][C:4]([C:6]1[N:7]=[CH:8][N:9]2[C:15]=1[CH2:14][N:13](CC1C=CC(OC)=CC=1OC)[C:12](=[O:27])[C:11]1[CH:28]=[C:29]([CH:32]([CH3:34])[CH3:33])[CH:30]=[CH:31][C:10]2=1)=[O:5])[CH3:2].FC(F)(F)S(O)(=O)=O. Product: [CH2:1]([O:3][C:4]([C:6]1[N:7]=[CH:8][N:9]2[C:15]=1[CH2:14][NH:13][C:12](=[O:27])[C:11]1[CH:28]=[C:29]([CH:32]([CH3:33])[CH3:34])[CH:30]=[CH:31][C:10]2=1)=[O:5])[CH3:2]. The catalyst class is: 557. (7) Reactant: CC(C1C=C(C(C)C)C=C(C(C)C)C=1S(N=[N+]=[N-])(=O)=O)C.S([O-])([O-])(=O)=O.[Na+].[Na+].[N-:29]=[N+:30]=[N-:31].[H-].[K+].C(NC(C)C)(C)C.C([Li])CCC.[Si:46]([O:53][CH2:54][CH2:55][N:56]1[C:62]2[N:63]=[CH:64][CH:65]=[CH:66][C:61]=2[C:60]2[CH:67]=[CH:68][CH:69]=[CH:70][C:59]=2[CH2:58][C:57]1=[O:71])([C:49]([CH3:52])([CH3:51])[CH3:50])([CH3:48])[CH3:47].C(O)(=O)C. Product: [N:29]([CH:58]1[C:59]2[CH:70]=[CH:69][CH:68]=[CH:67][C:60]=2[C:61]2[CH:66]=[CH:65][CH:64]=[N:63][C:62]=2[N:56]([CH2:55][CH2:54][O:53][Si:46]([C:49]([CH3:51])([CH3:50])[CH3:52])([CH3:48])[CH3:47])[C:57]1=[O:71])=[N+:30]=[N-:31]. The catalyst class is: 7.